Dataset: Forward reaction prediction with 1.9M reactions from USPTO patents (1976-2016). Task: Predict the product of the given reaction. (1) Given the reactants [C:1](Cl)(=[O:5])C(Cl)=O.[Cl:7][C:8]1[CH:16]=[CH:15][C:14]([N:17]2[CH:21]=[CH:20][CH:19]=[CH:18]2)=[CH:13][C:9]=1[C:10]([NH2:12])=[O:11].I[CH2:23][CH2:24][CH2:25][S:26]([C:29]1[CH:38]=[CH:37][C:32]2[N:33]=[C:34]([NH2:36])[S:35][C:31]=2[CH:30]=1)(=[O:28])=[O:27].[CH2:39]([NH:41][CH2:42][CH3:43])[CH3:40], predict the reaction product. The product is: [Cl:7][C:8]1[CH:16]=[CH:15][C:14]([N:17]2[CH:21]=[CH:20][CH:19]=[CH:18]2)=[CH:13][C:9]=1[C:10]([NH:12][C:1](=[O:5])[NH:36][C:34]1[S:35][C:31]2[CH:30]=[C:29]([S:26]([CH2:25][CH2:24][CH2:23][N:41]([CH2:42][CH3:43])[CH2:39][CH3:40])(=[O:28])=[O:27])[CH:38]=[CH:37][C:32]=2[N:33]=1)=[O:11]. (2) Given the reactants [NH2:1][C:2]1[C:3]([NH:22]C(=O)OC(C)(C)C)=[CH:4][C:5]2[O:9][N:8]=[C:7]([N:10]3[C:18](=[O:19])[C:17]4[C:12](=[CH:13][CH:14]=[CH:15][CH:16]=4)[C:11]3=[O:20])[C:6]=2[CH:21]=1.Cl.C(Cl)Cl, predict the reaction product. The product is: [NH2:1][C:2]1[C:3]([NH2:22])=[CH:4][C:5]2[O:9][N:8]=[C:7]([N:10]3[C:11](=[O:20])[C:12]4[C:17](=[CH:16][CH:15]=[CH:14][CH:13]=4)[C:18]3=[O:19])[C:6]=2[CH:21]=1. (3) Given the reactants [I:1][C:2]1[NH:6][C:5]([CH3:7])=[N:4][CH:3]=1.S(O[CH2:13][C:14]([F:17])([F:16])[F:15])(=O)(=O)C, predict the reaction product. The product is: [I:1][C:2]1[N:6]=[C:5]([CH3:7])[N:4]([CH2:13][C:14]([F:17])([F:16])[F:15])[CH:3]=1. (4) Given the reactants [CH:1]1([CH2:4][CH2:5][NH:6][C:7]([C:9]2[N:10]=[N:11][C:12]([N:15]3[CH2:20][CH2:19][CH:18]([C:21](=[O:29])[C:22]4[CH:27]=[CH:26][C:25]([F:28])=[CH:24][CH:23]=4)[CH2:17][CH2:16]3)=[CH:13][CH:14]=2)=[O:8])[CH2:3][CH2:2]1.[H-].[Na+].[CH3:32]I, predict the reaction product. The product is: [CH:1]1([CH2:4][CH2:5][N:6]([CH3:32])[C:7]([C:9]2[N:10]=[N:11][C:12]([N:15]3[CH2:16][CH2:17][CH:18]([C:21](=[O:29])[C:22]4[CH:27]=[CH:26][C:25]([F:28])=[CH:24][CH:23]=4)[CH2:19][CH2:20]3)=[CH:13][CH:14]=2)=[O:8])[CH2:2][CH2:3]1. (5) Given the reactants [OH:1][N:2]=[C:3]([C:5]1[CH:10]=[CH:9][C:8]([C:11]2([C:18]3[CH:23]=[CH:22][C:21]([O:24][CH2:25][C:26]4[CH:31]=[CH:30][CH:29]=[CH:28][N:27]=4)=[CH:20][CH:19]=3)[CH2:16][CH:15]3[CH2:17][CH:12]2[CH2:13][CH2:14]3)=[CH:7][CH:6]=1)[NH2:4].[C:32](CC(N)(C)C(O)=O)([O:34][C:35]([CH3:38])([CH3:37])[CH3:36])=[O:33].CN(C(ON1N=[N:61][C:56]2[CH:57]=CC=N[C:55]1=2)=[N+](C)C)C.F[P-](F)(F)(F)(F)F.[CH3:70]CN(C(C)C)C(C)C, predict the reaction product. The product is: [CH3:55][C:56]([NH:61][C:32](=[O:33])[O:34][C:35]([CH3:36])([CH3:37])[CH3:38])([C:70]1[O:1][N:2]=[C:3]([C:5]2[CH:10]=[CH:9][C:8]([C:11]3([C:18]4[CH:23]=[CH:22][C:21]([O:24][CH2:25][C:26]5[CH:31]=[CH:30][CH:29]=[CH:28][N:27]=5)=[CH:20][CH:19]=4)[CH2:16][CH:15]4[CH2:17][CH:12]3[CH2:13][CH2:14]4)=[CH:7][CH:6]=2)[N:4]=1)[CH3:57].